Predict the reaction yield, written as a fraction of the theoretical maximum amount of product (1.0 means a 100% yield; for example, 0.34 means a 34% yield). From a dataset of Reaction yield outcomes from USPTO patents with 853,638 reactions. The reactants are [Br:1][C:2]1[CH:23]=[CH:22][C:5]([C:6]([NH:8][C:9]2[CH:14]=[CH:13][CH:12]=[CH:11][C:10]=2[NH:15][C:16]2[CH:21]=[CH:20][CH:19]=[CH:18][CH:17]=2)=O)=[CH:4][CH:3]=1.P(Cl)(Cl)(Cl)=O. The catalyst is O1CCOCC1. The product is [Br:1][C:2]1[CH:23]=[CH:22][C:5]([C:6]2[N:15]([C:16]3[CH:21]=[CH:20][CH:19]=[CH:18][CH:17]=3)[C:10]3[CH:11]=[CH:12][CH:13]=[CH:14][C:9]=3[N:8]=2)=[CH:4][CH:3]=1. The yield is 0.900.